Task: Regression/Classification. Given a drug SMILES string, predict its absorption, distribution, metabolism, or excretion properties. Task type varies by dataset: regression for continuous measurements (e.g., permeability, clearance, half-life) or binary classification for categorical outcomes (e.g., BBB penetration, CYP inhibition). Dataset: cyp2d6_veith.. Dataset: CYP2D6 inhibition data for predicting drug metabolism from PubChem BioAssay (1) The compound is COCCNC(=O)CSc1nc2cc(OC)c(OC)cc2c(=O)n1Cc1ccco1. The result is 0 (non-inhibitor). (2) The drug is O=C(N/N=C1\CCCc2ccccc21)c1ccc([N+](=O)[O-])cc1Cl. The result is 0 (non-inhibitor). (3) The compound is CC(C)=CCC/C(C)=C/CO/N=C1/C[C@@H](O)[C@@H](O)[C@H]2[C@@H]1CC[C@@H]1C(=O)N([C@@H](C)c3ccccc3)C(=O)[C@H]12. The result is 0 (non-inhibitor). (4) The molecule is CCCC(=O)Nc1nc2nc(-c3ccccc3)cc(-c3ccccc3)n2n1. The result is 0 (non-inhibitor). (5) The drug is COC(=O)[C@@]1(Cc2ccc(F)cc2)[C@H]2c3cc(C(=O)N4CCCC4)n(CCc4c[nH]c5ccc(OC)cc45)c3C[C@H]2CN1C(=O)c1ccccc1. The result is 0 (non-inhibitor). (6) The drug is CCOc1ccc(OCCOCCN2CCc3ccccc3C2)cc1. The result is 1 (inhibitor). (7) The molecule is Nc1ncnc2c1ncn2[C@@H]1O[C@@H](CO)[C@H](O)[C@H]1O. The result is 0 (non-inhibitor). (8) The drug is O=C1C(=O)c2ccccc2C(O)=C1Cc1ccccc1. The result is 0 (non-inhibitor).